This data is from Peptide-MHC class I binding affinity with 185,985 pairs from IEDB/IMGT. The task is: Regression. Given a peptide amino acid sequence and an MHC pseudo amino acid sequence, predict their binding affinity value. This is MHC class I binding data. The peptide sequence is IRHENRMVL. The MHC is HLA-A24:02 with pseudo-sequence HLA-A24:02. The binding affinity (normalized) is 0.0847.